This data is from Forward reaction prediction with 1.9M reactions from USPTO patents (1976-2016). The task is: Predict the product of the given reaction. (1) The product is: [C:1]12([CH2:11][O:12][C:25]3[CH:24]=[CH:23][N:22]=[CH:21][C:20]=3[Br:19])[CH2:8][CH:7]3[CH2:6][CH:5]([CH2:4][CH:3]([CH2:9]3)[CH2:2]1)[CH2:10]2. Given the reactants [C:1]12([CH2:11][OH:12])[CH2:10][CH:5]3[CH2:6][CH:7]([CH2:9][CH:3]([CH2:4]3)[CH2:2]1)[CH2:8]2.CC(C)([O-])C.[K+].[Br:19][C:20]1[CH:21]=[N:22][CH:23]=[CH:24][C:25]=1Cl, predict the reaction product. (2) Given the reactants C([Cu])#N.[CH3:4][Mg+].[Br-].[CH2:7]([O:11][CH2:12][C:13]1[CH:18]=[CH:17][CH:16]=[CH:15][CH:14]=1)[C@H:8]1[O:10][CH2:9]1, predict the reaction product. The product is: [CH2:12]([O:11][CH2:7][C@@H:8]([OH:10])[CH2:9][CH3:4])[C:13]1[CH:18]=[CH:17][CH:16]=[CH:15][CH:14]=1. (3) Given the reactants [F:1][C:2]1[CH:7]=[CH:6][C:5]([C:8]2([CH2:21][O:22][CH2:23][C:24]3[CH:25]=[C:26]([O:33][CH3:34])[CH:27]=[C:28]4[C:32]=3[NH:31][N:30]=[CH:29]4)[CH2:13][CH2:12][N:11](C(OC(C)(C)C)=O)[CH2:10][CH2:9]2)=[CH:4][CH:3]=1, predict the reaction product. The product is: [F:1][C:2]1[CH:7]=[CH:6][C:5]([C:8]2([CH2:21][O:22][CH2:23][C:24]3[CH:25]=[C:26]([O:33][CH3:34])[CH:27]=[C:28]4[C:32]=3[NH:31][N:30]=[CH:29]4)[CH2:13][CH2:12][NH:11][CH2:10][CH2:9]2)=[CH:4][CH:3]=1. (4) Given the reactants C(OCC)(=O)C.C(N(CC)CC)C.[CH2:14]([O:21][C:22]([NH:24][C@@H:25]([CH2:34][C:35]1[CH:40]=[CH:39][CH:38]=[CH:37][CH:36]=1)[C@H:26]([OH:33])[CH2:27][NH:28][CH2:29][CH:30]([CH3:32])[CH3:31])=[O:23])[C:15]1[CH:20]=[CH:19][CH:18]=[CH:17][CH:16]=1.[N+:41]([C:44]1[CH:49]=[CH:48][C:47]([S:50](Cl)(=[O:52])=[O:51])=[CH:46][CH:45]=1)([O-:43])=[O:42], predict the reaction product. The product is: [CH2:14]([O:21][C:22]([NH:24][C@@H:25]([CH2:34][C:35]1[CH:36]=[CH:37][CH:38]=[CH:39][CH:40]=1)[C@H:26]([OH:33])[CH2:27][N:28]([CH2:29][CH:30]([CH3:32])[CH3:31])[S:50]([C:47]1[CH:46]=[CH:45][C:44]([N+:41]([O-:43])=[O:42])=[CH:49][CH:48]=1)(=[O:51])=[O:52])=[O:23])[C:15]1[CH:16]=[CH:17][CH:18]=[CH:19][CH:20]=1. (5) Given the reactants [CH2:1]([C:8]1[S:12][C:11]([NH:13][C:14]([C:16]2[CH:32]=[CH:31][C:19]([O:20][CH:21]3[CH2:26][CH2:25][CH:24]([C:27]([O:29]C)=[O:28])[CH2:23][CH2:22]3)=[CH:18][CH:17]=2)=[O:15])=[N:10][N:9]=1)[C:2]1[CH:7]=[CH:6][CH:5]=[CH:4][CH:3]=1.O1CCCC1.O.[OH-].[Li+], predict the reaction product. The product is: [CH2:1]([C:8]1[S:12][C:11]([NH:13][C:14]([C:16]2[CH:32]=[CH:31][C:19]([O:20][CH:21]3[CH2:22][CH2:23][CH:24]([C:27]([OH:29])=[O:28])[CH2:25][CH2:26]3)=[CH:18][CH:17]=2)=[O:15])=[N:10][N:9]=1)[C:2]1[CH:3]=[CH:4][CH:5]=[CH:6][CH:7]=1. (6) The product is: [NH2:21][C:22]1[C:27]([C:28]#[N:29])=[C:26]([NH:1][CH:2]([C:4]2[N:5]([C:15]3[CH:20]=[CH:19][CH:18]=[CH:17][CH:16]=3)[C:6](=[O:14])[C:7]3[N:8]([CH:10]=[CH:11][C:12]=3[CH3:13])[CH:9]=2)[CH3:3])[N:25]=[CH:24][N:23]=1. Given the reactants [NH2:1][CH:2]([C:4]1[N:5]([C:15]2[CH:20]=[CH:19][CH:18]=[CH:17][CH:16]=2)[C:6](=[O:14])[C:7]2[N:8]([CH:10]=[CH:11][C:12]=2[CH3:13])[CH:9]=1)[CH3:3].[NH2:21][C:22]1[C:27]([C:28]#[N:29])=[C:26](Cl)[N:25]=[CH:24][N:23]=1.C(N(CC)CC)C, predict the reaction product. (7) Given the reactants [CH2:1]([O:8][C:9]1[CH:14]=[CH:13][CH:12]=[C:11]([O:15]C)[C:10]=1/[CH:17]=[CH:18]/[C:19]([O:21][CH2:22][CH3:23])=[O:20])C1C=CC=CC=1.[Cl-].[NH4+], predict the reaction product. The product is: [OH:15][C:11]1[C:10]([CH2:17][CH2:18][C:19]([O:21][CH2:22][CH3:23])=[O:20])=[C:9]([O:8][CH3:1])[CH:14]=[CH:13][CH:12]=1. (8) Given the reactants [Cl:1][C:2]1[S:6][C:5]([CH:7]2[CH2:12][CH2:11][N:10]([C:13](=[O:24])[CH2:14][N:15]3C4=NC=CC=C4N=[CH:16]3)[CH2:9][CH2:8]2)=[N:4][C:3]=1[C:25]1[CH:30]=[C:29]([C:31]([CH3:34])([CH3:33])[CH3:32])[C:28]([O:35][CH3:36])=[C:27]([C:37]([CH3:40])([CH3:39])[CH3:38])[CH:26]=1.C([N:44]([CH:47]([CH3:49])[CH3:48])CC)(C)C.[CH3:50]CN=C=NCCCN(C)C.[C:61]([OH:67])([C:63](F)(F)F)=[O:62], predict the reaction product. The product is: [Cl:1][C:2]1[S:6][C:5]([CH:7]2[CH2:12][CH2:11][N:10]([C:13](=[O:24])[CH2:14][N:15]3[C:16]([CH3:50])=[CH:49][C:47]([CH2:48][CH2:63][C:61]([OH:67])=[O:62])=[N:44]3)[CH2:9][CH2:8]2)=[N:4][C:3]=1[C:25]1[CH:30]=[C:29]([C:31]([CH3:34])([CH3:33])[CH3:32])[C:28]([O:35][CH3:36])=[C:27]([C:37]([CH3:40])([CH3:38])[CH3:39])[CH:26]=1.